Predict the product of the given reaction. From a dataset of Forward reaction prediction with 1.9M reactions from USPTO patents (1976-2016). (1) Given the reactants O[C:2]1[CH:7]=[C:6]([OH:8])[N:5]=[CH:4][N:3]=1.[C:9](=[O:12])([O-])[O-].[K+].[K+].[CH2:15](Cl)[C:16]1[CH:21]=[CH:20][CH:19]=[CH:18][CH:17]=1, predict the reaction product. The product is: [CH2:15]([N:5]1[C:6](=[O:8])[CH:7]=[C:2]([O:12][CH2:9][C:16]2[CH:21]=[CH:20][CH:19]=[CH:18][CH:17]=2)[N:3]=[CH:4]1)[C:16]1[CH:21]=[CH:20][CH:19]=[CH:18][CH:17]=1. (2) Given the reactants Cl[CH2:2][C:3]1[O:7][N:6]=[C:5]([C:8]2[CH:13]=[CH:12][CH:11]=[CH:10][N:9]=2)[N:4]=1.[CH:14]([NH2:17])([CH3:16])[CH3:15].C(=O)([O-])[O-].[K+].[K+], predict the reaction product. The product is: [N:9]1[CH:10]=[CH:11][CH:12]=[CH:13][C:8]=1[C:5]1[N:4]=[C:3]([CH2:2][NH:17][CH:14]([CH3:16])[CH3:15])[O:7][N:6]=1. (3) Given the reactants [Br:1][C:2]1[CH:3]=[C:4]([CH:7]=[CH:8][C:9]=1[OH:10])[C:5]#[N:6].C(=O)([O-])[O-].[K+].[K+].Br[CH2:18][CH2:19][CH2:20][CH3:21].CCOC(C)=O, predict the reaction product. The product is: [Br:1][C:2]1[CH:3]=[C:4]([CH:7]=[CH:8][C:9]=1[O:10][CH2:18][CH2:19][CH2:20][CH3:21])[C:5]#[N:6]. (4) Given the reactants [F:1][C:2]([F:7])([F:6])[C:3]([OH:5])=[O:4].[F:8][C:9]([F:14])([F:13])[C:10]([OH:12])=[O:11].[F:15][C:16]([F:21])([F:20])[C:17]([OH:19])=[O:18].[CH3:22][C:23]1[CH:32]=[C:31]([CH2:33][O:34][C:35]2[CH:40]=[CH:39][C:38]([C:41]3([N:50]4[CH2:55][CH2:54][NH:53][CH2:52][CH2:51]4)[C:46](=[O:47])[NH:45][C:44](=[O:48])[NH:43][C:42]3=[O:49])=[CH:37][CH:36]=2)[C:30]2[C:25](=[CH:26][CH:27]=[CH:28][CH:29]=2)[N:24]=1.[CH:56](=O)[C:57]1[CH:62]=[CH:61][CH:60]=[CH:59][CH:58]=1, predict the reaction product. The product is: [F:1][C:2]([F:7])([F:6])[C:3]([OH:5])=[O:4].[F:8][C:9]([F:14])([F:13])[C:10]([OH:12])=[O:11].[F:15][C:16]([F:21])([F:20])[C:17]([OH:19])=[O:18].[CH2:56]([N:53]1[CH2:54][CH2:55][N:50]([C:41]2([C:38]3[CH:37]=[CH:36][C:35]([O:34][CH2:33][C:31]4[C:30]5[C:25](=[CH:26][CH:27]=[CH:28][CH:29]=5)[N:24]=[C:23]([CH3:22])[CH:32]=4)=[CH:40][CH:39]=3)[C:46](=[O:47])[NH:45][C:44](=[O:48])[NH:43][C:42]2=[O:49])[CH2:51][CH2:52]1)[C:57]1[CH:62]=[CH:61][CH:60]=[CH:59][CH:58]=1. (5) Given the reactants [Br:1][C:2]1[CH:3]=[C:4]([CH:7]=[O:8])[S:5][CH:6]=1.C([Li])CCC.Br[C:15]1[CH:20]=[CH:19][C:18]([CH2:21][CH3:22])=[CH:17][CH:16]=1.[Cl-].[NH4+], predict the reaction product. The product is: [Br:1][C:2]1[CH:3]=[C:4]([CH:7]([C:15]2[CH:20]=[CH:19][C:18]([CH2:21][CH3:22])=[CH:17][CH:16]=2)[OH:8])[S:5][CH:6]=1.